This data is from Reaction yield outcomes from USPTO patents with 853,638 reactions. The task is: Predict the reaction yield, written as a fraction of the theoretical maximum amount of product (1.0 means a 100% yield; for example, 0.34 means a 34% yield). The reactants are [CH2:1]([NH2:19])[CH2:2][CH2:3][CH2:4][CH2:5][CH2:6][CH2:7][CH2:8]/[CH:9]=[CH:10]\[CH2:11][CH2:12][CH2:13][CH2:14][CH2:15][CH2:16][CH2:17][CH3:18].[C:20]([OH:24])(=[O:23])[CH:21]=[CH2:22]. No catalyst specified. The product is [CH2:1]([NH:19][CH2:22][CH2:21][C:20]([OH:24])=[O:23])[CH2:2][CH2:3][CH2:4][CH2:5][CH2:6][CH2:7][CH2:8][CH:9]=[CH:10][CH2:11][CH2:12][CH2:13][CH2:14][CH2:15][CH2:16][CH2:17][CH3:18]. The yield is 0.920.